Dataset: Full USPTO retrosynthesis dataset with 1.9M reactions from patents (1976-2016). Task: Predict the reactants needed to synthesize the given product. Given the product [C:16]1([CH2:15][CH2:14][CH2:13][CH2:12][CH2:11][O:10][C:8](=[O:9])[NH:7][C@H:3]2[C:4](=[O:6])[O:5][C@H:2]2[CH:22]([CH3:24])[CH3:23])[CH:21]=[CH:20][CH:19]=[CH:18][CH:17]=1, predict the reactants needed to synthesize it. The reactants are: O[C@H:2]([CH:22]([CH3:24])[CH3:23])[C@H:3]([NH:7][C:8]([O:10][CH2:11][CH2:12][CH2:13][CH2:14][CH2:15][C:16]1[CH:21]=[CH:20][CH:19]=[CH:18][CH:17]=1)=[O:9])[C:4]([OH:6])=[O:5].CCN(CC)CC.CN(C(ON1N=NC2C=CC=CC1=2)=[N+](C)C)C.[B-](F)(F)(F)F.